This data is from Forward reaction prediction with 1.9M reactions from USPTO patents (1976-2016). The task is: Predict the product of the given reaction. (1) Given the reactants Br[C:2]1[CH:7]=[CH:6][CH:5]=[C:4](Br)[C:3]=1[C:9]1[N:13]2[C:14]3[CH:15]=[CH:16][CH:17]=[CH:18][C:19]=3[C:20]3[CH:21]=[CH:22][C:23]([O:26][CH3:27])=[CH:24][C:25]=3[C:12]2=[N:11][CH:10]=1.O.P([O-])([O-])([O-])=O.[K+].[K+].[K+].[CH:37]1(P(C2CCCCC2)C2C=CC=CC=2C2C(OC)=CC=CC=2OC)[CH2:42]CCC[CH2:38]1.[CH3:66][C:67]1(C)[C:71](C)(C)OB(C(C)=C)O1, predict the reaction product. The product is: [CH2:38]=[C:37]([C:2]1[CH:7]=[CH:6][CH:5]=[C:4]([C:67]([CH3:71])=[CH2:66])[C:3]=1[C:9]1[N:13]2[C:14]3[CH:15]=[CH:16][CH:17]=[CH:18][C:19]=3[C:20]3[CH:21]=[CH:22][C:23]([O:26][CH3:27])=[CH:24][C:25]=3[C:12]2=[N:11][CH:10]=1)[CH3:42]. (2) The product is: [Cl:1][C:2]1[N:3]=[CH:4][C:5]([C:8]([OH:10])=[O:9])=[N:6][CH:7]=1. Given the reactants [Cl:1][C:2]1[N:3]=[CH:4][C:5]([C:8]([O:10]C)=[O:9])=[N:6][CH:7]=1.O.[OH-].[Li+].Cl, predict the reaction product. (3) Given the reactants S(Cl)(Cl)=O.[C:5]1([C:11]2[CH:15]=[CH:14][O:13][C:12]=2C(O)=O)[CH:10]=[CH:9][CH:8]=[CH:7][CH:6]=1.[N-:19]=[N+]=[N-].[Na+].C([O:25][CH2:26]C)C, predict the reaction product. The product is: [CH:15]1[C:11]2[C:5]3[CH:6]=[CH:7][CH:8]=[CH:9][C:10]=3[C:26](=[O:25])[NH:19][C:12]=2[O:13][CH:14]=1.